Dataset: Full USPTO retrosynthesis dataset with 1.9M reactions from patents (1976-2016). Task: Predict the reactants needed to synthesize the given product. (1) The reactants are: [NH2:1][C:2]1[O:3][CH2:4][C@:5]2([N:32]=1)[C:18]1[CH:17]=[C:16]([C:19]3[CH:20]=[N:21][CH:22]=[N:23][CH:24]=3)[C:15]([F:25])=[CH:14][C:13]=1[O:12][C:11]1[C:6]2=[CH:7][C:8]([C:26]#[C:27][C:28]([CH3:31])([OH:30])[CH3:29])=[CH:9][CH:10]=1. Given the product [NH2:1][C:2]1[O:3][CH2:4][C@:5]2([N:32]=1)[C:18]1[CH:17]=[C:16]([C:19]3[CH:24]=[N:23][CH:22]=[N:21][CH:20]=3)[C:15]([F:25])=[CH:14][C:13]=1[O:12][C:11]1[C:6]2=[CH:7][C:8]([CH2:26][CH2:27][C:28]([CH3:29])([OH:30])[CH3:31])=[CH:9][CH:10]=1, predict the reactants needed to synthesize it. (2) Given the product [F:1][C:2]1[CH:3]=[C:4]([CH:21]=[CH:22][C:23]=1[F:24])[O:5][C:6]1[C:7]([C:19]([NH2:20])=[O:26])=[N:8][CH:9]=[C:10]([S:12][C:13]2[CH:18]=[CH:17][CH:16]=[CH:15][N:14]=2)[CH:11]=1, predict the reactants needed to synthesize it. The reactants are: [F:1][C:2]1[CH:3]=[C:4]([CH:21]=[CH:22][C:23]=1[F:24])[O:5][C:6]1[C:7]([C:19]#[N:20])=[N:8][CH:9]=[C:10]([S:12][C:13]2[CH:18]=[CH:17][CH:16]=[CH:15][N:14]=2)[CH:11]=1.S(=O)(=O)(O)[OH:26]. (3) Given the product [CH:20]1([CH:21]([NH:2][C:1](=[O:13])[O:3][C:4]([CH3:9])([CH3:6])[CH3:5])[CH2:16][CH2:15][N:22]2[C:30]3[C:25](=[CH:26][CH:27]=[CH:28][CH:29]=3)[C:24]3([C:34]4=[CH:35][C:36]5[O:40][CH2:39][O:38][C:37]=5[CH:41]=[C:33]4[O:32][CH2:31]3)[C:23]2=[O:42])[CH2:19][CH2:18]1, predict the reactants needed to synthesize it. The reactants are: [C:1](=[O:13])([O:3][C:4]1([C:9](C)(C)C)[CH:6](CBr)[CH2:5]1)[NH2:2].Br[CH2:15][CH:16]1[CH2:21][CH2:20][CH2:19][CH2:18]O1.[NH:22]1[C:30]2[C:25](=[CH:26][CH:27]=[CH:28][CH:29]=2)[C:24]2([C:34]3=[CH:35][C:36]4[O:40][CH2:39][O:38][C:37]=4[CH:41]=[C:33]3[O:32][CH2:31]2)[C:23]1=[O:42].N1C2C(=CC=CC=2)C2(COC3C=C4C(=CC2=3)CCO4)C1=O. (4) Given the product [F:24][C:25]([F:33])([F:34])[C@H:26]1[CH2:27][CH2:28][C@H:29]([NH:32][C:20]([C:18]2[CH:17]=[CH:16][C:13]3[N:14]([CH3:15])[C:10]([NH:9][C:3]4[C:4]([F:8])=[CH:5][CH:6]=[CH:7][C:2]=4[F:1])=[N:11][C:12]=3[CH:19]=2)=[O:21])[CH2:30][CH2:31]1, predict the reactants needed to synthesize it. The reactants are: [F:1][C:2]1[CH:7]=[CH:6][CH:5]=[C:4]([F:8])[C:3]=1[NH:9][C:10]1[N:14]([CH3:15])[C:13]2[CH:16]=[CH:17][C:18]([C:20](O)=[O:21])=[CH:19][C:12]=2[N:11]=1.Cl.[F:24][C:25]([F:34])([F:33])[C@H:26]1[CH2:31][CH2:30][C@H:29]([NH2:32])[CH2:28][CH2:27]1.CN(C(ON1N=NC2C=CC=CC1=2)=[N+](C)C)C.[B-](F)(F)(F)F. (5) Given the product [F:1][C:2]1[CH:3]=[C:4]2[C:9](=[CH:10][CH:11]=1)[N:8]([C@H:12]([CH3:16])[C:13]([N:26]1[CH2:27][CH2:28][N:23]([C:17]3[CH:22]=[CH:21][CH:20]=[CH:19][CH:18]=3)[CH2:24][CH2:25]1)=[O:15])[CH2:7][CH2:6][CH2:5]2, predict the reactants needed to synthesize it. The reactants are: [F:1][C:2]1[CH:3]=[C:4]2[C:9](=[CH:10][CH:11]=1)[N:8]([C@H:12]([CH3:16])[C:13]([OH:15])=O)[CH2:7][CH2:6][CH2:5]2.[C:17]1([N:23]2[CH2:28][CH2:27][NH:26][CH2:25][CH2:24]2)[CH:22]=[CH:21][CH:20]=[CH:19][CH:18]=1.CN(C(ON1N=NC2C=CC=NC1=2)=[N+](C)C)C.F[P-](F)(F)(F)(F)F.C([O-])(O)=O.[Na+].